From a dataset of Catalyst prediction with 721,799 reactions and 888 catalyst types from USPTO. Predict which catalyst facilitates the given reaction. (1) Reactant: [CH3:1][O:2][C:3]1[C:4]([N:11]2[C:20](=[O:21])[C:19]3[C:14](=[CH:15][C:16]([C:22]([OH:24])=O)=[CH:17][CH:18]=3)[NH:13][C:12]2=[S:25])=[N:5][CH:6]=[C:7]([O:9][CH3:10])[CH:8]=1.[Cl:26][C:27]1[CH:34]=[CH:33][C:30]([CH2:31][NH2:32])=[CH:29][CH:28]=1.CCN(C(C)C)C(C)C.CN(C(ON1N=NC2C=CC=CC1=2)=[N+](C)C)C.[B-](F)(F)(F)F. Product: [Cl:26][C:27]1[CH:34]=[CH:33][C:30]([CH2:31][NH:32][C:22]([C:16]2[CH:15]=[C:14]3[C:19]([C:20](=[O:21])[N:11]([C:4]4[C:3]([O:2][CH3:1])=[CH:8][C:7]([O:9][CH3:10])=[CH:6][N:5]=4)[C:12](=[S:25])[NH:13]3)=[CH:18][CH:17]=2)=[O:24])=[CH:29][CH:28]=1. The catalyst class is: 115. (2) Reactant: [Cl:1][C:2]1[CH:3]=[CH:4][C:5]([OH:19])=[C:6]([CH2:8][C:9]2[S:10][CH:11]=[C:12]([C:14]([O:16][CH2:17][CH3:18])=[O:15])[N:13]=2)[CH:7]=1.C(=O)([O-])[O-].[K+].[K+].I[CH2:27][CH:28]([CH3:30])[CH3:29]. Product: [Cl:1][C:2]1[CH:3]=[CH:4][C:5]([O:19][CH2:27][CH:28]([CH3:30])[CH3:29])=[C:6]([CH2:8][C:9]2[S:10][CH:11]=[C:12]([C:14]([O:16][CH2:17][CH3:18])=[O:15])[N:13]=2)[CH:7]=1. The catalyst class is: 9.